This data is from Peptide-MHC class II binding affinity with 134,281 pairs from IEDB. The task is: Regression. Given a peptide amino acid sequence and an MHC pseudo amino acid sequence, predict their binding affinity value. This is MHC class II binding data. (1) The peptide sequence is IAGYKTFDGRGAQVY. The MHC is DRB3_0202 with pseudo-sequence DRB3_0202. The binding affinity (normalized) is 0.168. (2) The peptide sequence is VLVPGCHGSEPCIIHR. The MHC is HLA-DPA10301-DPB10402 with pseudo-sequence HLA-DPA10301-DPB10402. The binding affinity (normalized) is 0.0408. (3) The peptide sequence is NSFTAPNESYKKQVT. The MHC is DRB1_1302 with pseudo-sequence DRB1_1302. The binding affinity (normalized) is 0.246.